From a dataset of Reaction yield outcomes from USPTO patents with 853,638 reactions. Predict the reaction yield, written as a fraction of the theoretical maximum amount of product (1.0 means a 100% yield; for example, 0.34 means a 34% yield). The reactants are [Cl:1][CH2:2][CH2:3][C:4]1[CH:12]=[CH:11][C:7]([C:8](O)=[O:9])=[CH:6][CH:5]=1.S(=O)(=O)(O)O. The catalyst is C1COCC1.ClCCl.[O-2].[O-2].[Mn+4]. The product is [Cl:1][CH2:2][CH2:3][C:4]1[CH:12]=[CH:11][C:7]([CH:8]=[O:9])=[CH:6][CH:5]=1. The yield is 0.910.